This data is from Forward reaction prediction with 1.9M reactions from USPTO patents (1976-2016). The task is: Predict the product of the given reaction. (1) Given the reactants [CH3:1][O:2][C:3](=[O:33])[CH2:4][NH:5][C:6]1[CH:11]=[CH:10][C:9]([N:12]2[CH:16]=[C:15]([C:17]3[CH:22]=[CH:21][C:20]([Cl:23])=[CH:19][C:18]=3[Cl:24])[N:14]=[C:13]2[CH2:25][C:26]2[CH:31]=[CH:30][C:29](Br)=[CH:28][CH:27]=2)=[CH:8][CH:7]=1.[CH2:34]([C:39]1[CH:44]=[CH:43][C:42](B(O)O)=[CH:41][CH:40]=1)[CH2:35][CH2:36][CH2:37][CH3:38], predict the reaction product. The product is: [CH3:1][O:2][C:3](=[O:33])[CH2:4][NH:5][C:6]1[CH:11]=[CH:10][C:9]([N:12]2[CH:16]=[C:15]([C:17]3[CH:22]=[CH:21][C:20]([Cl:23])=[CH:19][C:18]=3[Cl:24])[N:14]=[C:13]2[CH2:25][C:26]2[CH:31]=[CH:30][C:29]([C:42]3[CH:41]=[CH:40][C:39]([CH2:34][CH2:35][CH2:36][CH2:37][CH3:38])=[CH:44][CH:43]=3)=[CH:28][CH:27]=2)=[CH:8][CH:7]=1. (2) Given the reactants [F:1][C:2]([F:15])([F:14])[CH:3]1[O:8][CH2:7][C:6]([C:9]([O:11][CH2:12][CH3:13])=[O:10])=[CH:5][CH2:4]1, predict the reaction product. The product is: [F:14][C:2]([F:1])([F:15])[CH:3]1[O:8][CH2:7][CH:6]([C:9]([O:11][CH2:12][CH3:13])=[O:10])[CH2:5][CH2:4]1. (3) Given the reactants I[C:2]1[CH:3]=[C:4]([N:11]2[CH2:16][CH2:15][O:14][CH2:13][CH2:12]2)[CH:5]=[C:6]([N+:8]([O-:10])=[O:9])[CH:7]=1.[CH3:17][C:18]1([CH3:34])[C:22]([CH3:24])([CH3:23])[O:21][B:20]([B:20]2[O:21][C:22]([CH3:24])([CH3:23])[C:18]([CH3:34])([CH3:17])[O:19]2)[O:19]1.C([O-])(=O)C.[K+].CS(C)=O, predict the reaction product. The product is: [N+:8]([C:6]1[CH:5]=[C:4]([N:11]2[CH2:16][CH2:15][O:14][CH2:13][CH2:12]2)[CH:3]=[C:2]([B:20]2[O:21][C:22]([CH3:24])([CH3:23])[C:18]([CH3:34])([CH3:17])[O:19]2)[CH:7]=1)([O-:10])=[O:9]. (4) Given the reactants [CH:1]([O:4][C:5]1[CH:6]=[C:7](/[CH:11]=[CH:12]/[CH2:13][C@H:14]([OH:16])[CH3:15])[CH:8]=[N:9][CH:10]=1)([CH3:3])[CH3:2].[C:17]1([CH3:27])[CH:22]=[CH:21][C:20]([S:23](Cl)(=[O:25])=[O:24])=[CH:19][CH:18]=1, predict the reaction product. The product is: [C:17]1([CH3:27])[CH:22]=[CH:21][C:20]([S:23]([O:16][C@@H:14]([CH2:13]/[CH:12]=[CH:11]/[C:7]2[CH:8]=[N:9][CH:10]=[C:5]([O:4][CH:1]([CH3:3])[CH3:2])[CH:6]=2)[CH3:15])(=[O:25])=[O:24])=[CH:19][CH:18]=1.